Predict the product of the given reaction. From a dataset of Forward reaction prediction with 1.9M reactions from USPTO patents (1976-2016). Given the reactants [C@H:1]1([NH:10][C:11]2[CH:20]=[CH:19][C:18]3[C:13](=[CH:14][CH:15]=[C:16]([NH2:21])[CH:17]=3)[N:12]=2)[C:9]2[C:4](=[CH:5][CH:6]=[CH:7][CH:8]=2)[CH2:3][CH2:2]1.[CH3:22][N:23]([CH3:28])[S:24](Cl)(=[O:26])=[O:25].O, predict the reaction product. The product is: [C@H:1]1([NH:10][C:11]2[CH:20]=[CH:19][C:18]3[C:13](=[CH:14][CH:15]=[C:16]([NH:21][S:24]([N:23]([CH3:28])[CH3:22])(=[O:26])=[O:25])[CH:17]=3)[N:12]=2)[C:9]2[C:4](=[CH:5][CH:6]=[CH:7][CH:8]=2)[CH2:3][CH2:2]1.